From a dataset of KCNQ2 potassium channel screen with 302,405 compounds. Binary Classification. Given a drug SMILES string, predict its activity (active/inactive) in a high-throughput screening assay against a specified biological target. (1) The drug is Clc1ccc(NS(=O)(=O)c2cc(NC(=O)CCC(OC)=O)c(N3CCOCC3)cc2)cc1. The result is 0 (inactive). (2) The molecule is S(c1c2c(n(CCC)c1)cccc2)CC(=O)Nc1noc(c1)C. The result is 0 (inactive). (3) The molecule is O=c1n2c(nc(Nc3ccc(OC)cc3)c1C=O)c(ccc2)C. The result is 0 (inactive). (4) The drug is S(CC(=O)NC1CCCC1)c1n(c(nn1)Cc1ccccc1)C. The result is 0 (inactive). (5) The molecule is S(=O)(=O)(N1CC(CCC1)C(=O)NC1CC1)c1ccc(S(=O)(=O)N(C)C)cc1. The result is 0 (inactive). (6) The compound is O=C(NC(C)(C)C)CN(CC(=O)Nc1c(OC)cc([N+]([O-])=O)cc1)CC. The result is 0 (inactive). (7) The molecule is S(CC(=O)NCc1ccccc1)c1[nH]nc(c(=O)n1)C. The result is 0 (inactive). (8) The compound is S(=O)(=O)(N(CC(=O)N1CCCCCC1)C)c1cc(OC)c(OC)cc1. The result is 0 (inactive). (9) The molecule is Brc1ccc(NC(=S)N2CCN(S(=O)(=O)c3ccccc3)CC2)cc1. The result is 0 (inactive). (10) The drug is S(=O)(=O)(Cc1oc(C(=O)NCCCN2CC(CC(C2)C)C)cc1)Cc1c(cccc1)C. The result is 0 (inactive).